This data is from Peptide-MHC class I binding affinity with 185,985 pairs from IEDB/IMGT. The task is: Regression. Given a peptide amino acid sequence and an MHC pseudo amino acid sequence, predict their binding affinity value. This is MHC class I binding data. (1) The peptide sequence is MTYKAAVL. The MHC is HLA-B54:01 with pseudo-sequence HLA-B54:01. The binding affinity (normalized) is 0. (2) The peptide sequence is ERNRVSTPQG. The MHC is HLA-A30:01 with pseudo-sequence HLA-A30:01. The binding affinity (normalized) is 0.557.